This data is from Forward reaction prediction with 1.9M reactions from USPTO patents (1976-2016). The task is: Predict the product of the given reaction. (1) Given the reactants [Cl:1][C:2]1[CH:9]=[CH:8][CH:7]=[CH:6][C:3]=1[CH:4]=[O:5].[C:10]([Mg]Cl)([CH3:13])([CH3:12])[CH3:11].[CH3:16]CCCCC.C(OCC)(=O)C, predict the reaction product. The product is: [Cl:1][C:2]1[CH:9]=[CH:8][CH:7]=[CH:6][C:3]=1[CH:4]([OH:5])[CH2:11][C:10]([CH3:13])([CH3:16])[CH3:12]. (2) Given the reactants [CH3:1][C:2]1[CH:9]=[CH:8][C:5]([CH:6]=[O:7])=[CH:4][CH:3]=1.C(O[CH2:14][CH:15]=[CH2:16])(=O)C.O.CCN(CC)CC.CC1C(C)=C(C)C(C)=C(C)C=1C, predict the reaction product. The product is: [C:2]1([CH3:1])[CH:9]=[CH:8][C:5]([CH:6]([OH:7])[CH2:16][CH:15]=[CH2:14])=[CH:4][CH:3]=1. (3) Given the reactants [CH3:1][N:2]([CH3:29])[C:3]1([C:23]2[CH:28]=[CH:27][CH:26]=[CH:25][CH:24]=2)[CH2:8][CH2:7][CH:6]([C:9]2[NH:10][C:11]3[C:16]([C:17]=2[CH:18](O)[CH2:19][CH2:20][CH3:21])=[CH:15][CH:14]=[CH:13][CH:12]=3)[CH2:5][CH2:4]1.[Si]([Cl:34])(C)(C)C.C(OCC)(=[O:37])C, predict the reaction product. The product is: [ClH:34].[CH3:29][N:2]([CH3:1])[C:3]1([C:23]2[CH:28]=[CH:27][CH:26]=[CH:25][CH:24]=2)[CH2:8][CH2:7][CH:6]([C:9]2[NH:10][C:11]3[C:16]([C:17]=2[CH2:18][CH2:19][CH2:20][CH2:21][OH:37])=[CH:15][CH:14]=[CH:13][CH:12]=3)[CH2:5][CH2:4]1. (4) The product is: [NH2:10][C:11]1[N:16]=[C:15]([NH:1][C@@H:2]([CH2:6][CH2:7][CH2:8][CH3:9])[CH2:3][CH2:4][OH:5])[C:14]([CH2:18][C:19]2[CH:24]=[CH:23][C:22]([CH2:25][C:26]#[N:27])=[CH:21][C:20]=2[F:28])=[C:13]([CH3:29])[N:12]=1. Given the reactants [NH2:1][C@@H:2]([CH2:6][CH2:7][CH2:8][CH3:9])[CH2:3][CH2:4][OH:5].[NH2:10][C:11]1[N:16]=[C:15](Cl)[C:14]([CH2:18][C:19]2[CH:24]=[CH:23][C:22]([CH2:25][C:26]#[N:27])=[CH:21][C:20]=2[F:28])=[C:13]([CH3:29])[N:12]=1, predict the reaction product. (5) Given the reactants O[CH2:2][C:3](=[CH2:9])[C:4]([O:6][CH2:7][CH3:8])=[O:5].[NH:10]1[CH:14]=[CH:13][CH:12]=[N:11]1.C(=O)([O-])[O-].[K+].[K+], predict the reaction product. The product is: [N:10]1([CH2:2][C:3](=[CH2:9])[C:4]([O:6][CH2:7][CH3:8])=[O:5])[CH:14]=[CH:13][CH:12]=[N:11]1. (6) Given the reactants [Cl:1][C:2]1[CH:7]=[CH:6][C:5]([NH:8][C:9]2[CH:10]=[CH:11][C:12]([C:15](=O)[CH3:16])=[N:13][CH:14]=2)=[C:4]([C:18]([F:21])([F:20])[F:19])[CH:3]=1.Cl.[NH2:23][OH:24].C(N(CC)CC)C.O, predict the reaction product. The product is: [Cl:1][C:2]1[CH:7]=[CH:6][C:5]([NH:8][C:9]2[CH:10]=[CH:11][C:12]([C:15](=[N:23][OH:24])[CH3:16])=[N:13][CH:14]=2)=[C:4]([C:18]([F:21])([F:20])[F:19])[CH:3]=1. (7) Given the reactants Cl.[NH2:2][CH2:3][C:4]1[CH:9]=[CH:8][C:7](B(O)O)=[CH:6][CH:5]=1.Br[C:14]1[CH:19]=[CH:18][C:17]([C:20]([F:23])([F:22])[F:21])=[CH:16][CH:15]=1.P([O-])([O-])([O-])=O.[K+].[K+].[K+].C(COC)OC.O, predict the reaction product. The product is: [F:21][C:20]([F:23])([F:22])[C:17]1[CH:18]=[CH:19][C:14]([C:6]2[CH:7]=[CH:8][CH:9]=[C:4]([CH2:3][NH2:2])[CH:5]=2)=[CH:15][CH:16]=1.